From a dataset of Forward reaction prediction with 1.9M reactions from USPTO patents (1976-2016). Predict the product of the given reaction. (1) Given the reactants Cl.[CH:2]([C@H:15]1[C@@H:20]([O:21][CH2:22][C:23]2[CH:28]=[CH:27][C:26]([C:29]([F:32])([F:31])[F:30])=[CH:25][CH:24]=2)[CH2:19][CH2:18][NH:17][CH2:16]1)([C:9]1[CH:14]=[CH:13][CH:12]=[CH:11][CH:10]=1)[C:3]1[CH:8]=[CH:7][CH:6]=[CH:5][CH:4]=1.C([NH:40][CH2:41][C:42](O)=[O:43])(OC(C)(C)C)=O, predict the reaction product. The product is: [CH:2]([C@H:15]1[C@@H:20]([O:21][CH2:22][C:23]2[CH:24]=[CH:25][C:26]([C:29]([F:32])([F:30])[F:31])=[CH:27][CH:28]=2)[CH2:19][CH2:18][N:17]([C:42](=[O:43])[CH2:41][NH2:40])[CH2:16]1)([C:9]1[CH:10]=[CH:11][CH:12]=[CH:13][CH:14]=1)[C:3]1[CH:4]=[CH:5][CH:6]=[CH:7][CH:8]=1. (2) Given the reactants [CH2:1]([O:8][C:9]([N:11]1[CH2:15][CH2:14][CH2:13][C@H:12]1[C:16]1[N:17]=[C:18]2[C:23](Br)=[CH:22][CH:21]=[CH:20][N:19]2[CH:25]=1)=[O:10])[C:2]1[CH:7]=[CH:6][CH:5]=[CH:4][CH:3]=1.[C:26]1([CH3:35])[CH:31]=[CH:30][CH:29]=[CH:28][C:27]=1B(O)O.C(=O)([O-])[O-].[K+].[K+], predict the reaction product. The product is: [C:26]1([CH3:35])[CH:31]=[CH:30][CH:29]=[CH:28][C:27]=1[C:23]1[C:18]2[N:19]([CH:25]=[C:16]([C@@H:12]3[CH2:13][CH2:14][CH2:15][N:11]3[C:9]([O:8][CH2:1][C:2]3[CH:7]=[CH:6][CH:5]=[CH:4][CH:3]=3)=[O:10])[N:17]=2)[CH:20]=[CH:21][CH:22]=1. (3) Given the reactants [NH2:1][C:2]1[CH:3]=[C:4]([O:16][C:17](=[O:24])[C:18]2[CH:23]=[CH:22][CH:21]=[CH:20][CH:19]=2)[CH:5]=[CH:6][C:7]=1[O:8][CH2:9][C:10]1[CH:15]=[CH:14][CH:13]=[CH:12][CH:11]=1.[C:25]1([S:31](Cl)(=[O:33])=[O:32])[CH:30]=[CH:29][CH:28]=[CH:27][CH:26]=1, predict the reaction product. The product is: [C:25]1([S:31]([NH:1][C:2]2[CH:3]=[C:4]([O:16][C:17](=[O:24])[C:18]3[CH:19]=[CH:20][CH:21]=[CH:22][CH:23]=3)[CH:5]=[CH:6][C:7]=2[O:8][CH2:9][C:10]2[CH:15]=[CH:14][CH:13]=[CH:12][CH:11]=2)(=[O:33])=[O:32])[CH:30]=[CH:29][CH:28]=[CH:27][CH:26]=1. (4) The product is: [C:10]([O-:15])(=[O:14])[CH:11]([CH3:13])[OH:12].[CH2:1]([NH:9][C:17]([NH2:18])=[NH2+:16])[CH2:2][CH2:3][CH2:4][CH2:5][CH2:6][CH2:7][CH3:8]. Given the reactants [CH2:1]([NH2:9])[CH2:2][CH2:3][CH2:4][CH2:5][CH2:6][CH2:7][CH3:8].[C:10]([OH:15])(=[O:14])[CH:11]([CH3:13])[OH:12].[N:16]#[C:17][NH2:18], predict the reaction product. (5) Given the reactants C(O[C:4](=[O:22])[CH2:5][NH:6][NH:7][C:8]([C:10]1[CH:11]=[N:12][C:13]([C:16]2[CH:21]=[CH:20][CH:19]=[CH:18][CH:17]=2)=[N:14][CH:15]=1)=[O:9])C.[NH3:23], predict the reaction product. The product is: [C:16]1([C:13]2[N:14]=[CH:15][C:10]([C:8]([NH:7][NH:6][CH2:5][C:4]([NH2:23])=[O:22])=[O:9])=[CH:11][N:12]=2)[CH:17]=[CH:18][CH:19]=[CH:20][CH:21]=1. (6) Given the reactants [OH-].[Na+].[CH3:3][C:4]1[O:8][C:7]([C:9]2[CH:14]=[CH:13][CH:12]=[CH:11][CH:10]=2)=[N:6][C:5]=1[CH2:15][O:16][C:17]1[CH:41]=[CH:40][C:20]([CH2:21][O:22]/[N:23]=[C:24](\[C:34]2[CH:39]=[CH:38][CH:37]=[CH:36][CH:35]=2)/[CH2:25][CH2:26][CH2:27][CH2:28][C:29]([O:31]CC)=[O:30])=[CH:19][CH:18]=1.CO.Cl, predict the reaction product. The product is: [CH3:3][C:4]1[O:8][C:7]([C:9]2[CH:10]=[CH:11][CH:12]=[CH:13][CH:14]=2)=[N:6][C:5]=1[CH2:15][O:16][C:17]1[CH:18]=[CH:19][C:20]([CH2:21][O:22]/[N:23]=[C:24](\[C:34]2[CH:39]=[CH:38][CH:37]=[CH:36][CH:35]=2)/[CH2:25][CH2:26][CH2:27][CH2:28][C:29]([OH:31])=[O:30])=[CH:40][CH:41]=1.